From a dataset of Catalyst prediction with 721,799 reactions and 888 catalyst types from USPTO. Predict which catalyst facilitates the given reaction. Reactant: [F:1][C:2]1[CH:20]=[CH:19][C:5]([CH2:6][N:7]2[C:15]3[C:10](=[CH:11][CH:12]=[CH:13][CH:14]=3)[C:9]([C:16]([OH:18])=O)=[N:8]2)=[CH:4][CH:3]=1.CN(C(ON1N=NC2C=CC=CC1=2)=[N+](C)C)C.[B-](F)(F)(F)F.C(N(CC)CC)C.FC(F)(F)C(O)=O.[NH2:57][C@@H:58]([C:71]([CH3:74])([CH3:73])[CH3:72])[C:59]([NH:61][CH2:62][C:63]1[O:67][C:66]([C:68]([NH2:70])=[O:69])=[N:65][N:64]=1)=[O:60]. Product: [NH2:70][C:68]([C:66]1[O:67][C:63]([CH2:62][NH:61][C:59]([C@@H:58]([NH:57][C:16]([C:9]2[C:10]3[C:15](=[CH:14][CH:13]=[CH:12][CH:11]=3)[N:7]([CH2:6][C:5]3[CH:4]=[CH:3][C:2]([F:1])=[CH:20][CH:19]=3)[N:8]=2)=[O:18])[C:71]([CH3:73])([CH3:72])[CH3:74])=[O:60])=[N:64][N:65]=1)=[O:69]. The catalyst class is: 4.